Dataset: Full USPTO retrosynthesis dataset with 1.9M reactions from patents (1976-2016). Task: Predict the reactants needed to synthesize the given product. (1) Given the product [CH2:1]([C:8]1([S:15]([C:18]2[CH:19]=[CH:20][C:21]([O:24][CH3:25])=[CH:22][CH:23]=2)(=[O:17])=[O:16])[S:12][C:11](=[O:13])[N:10]([CH2:27][C:28]([OH:30])=[O:29])[C:9]1=[O:14])[C:2]1[CH:7]=[CH:6][CH:5]=[CH:4][CH:3]=1, predict the reactants needed to synthesize it. The reactants are: [CH2:1]([C:8]1([S:15]([C:18]2[CH:23]=[CH:22][C:21]([O:24][CH3:25])=[CH:20][CH:19]=2)(=[O:17])=[O:16])[S:12][C:11](=[O:13])[NH:10][C:9]1=[O:14])[C:2]1[CH:7]=[CH:6][CH:5]=[CH:4][CH:3]=1.Br[CH2:27][C:28]([O:30]C(C)(C)C)=[O:29].C(=O)([O-])[O-].[K+].[K+]. (2) The reactants are: [NH:1]1[C@@H:5]([C:6]([OH:8])=[O:7])[CH2:4][C@H:3]2[CH2:9][CH2:10][CH2:11][C@@H:2]12.C(=O)(O)[O-].[Na+].Cl[C:18]([O:20][CH2:21][C:22]1[CH:27]=[CH:26][CH:25]=[CH:24][CH:23]=1)=[O:19]. Given the product [CH2:21]([O:20][C:18]([N:1]1[C@@H:5]([C:6]([OH:8])=[O:7])[CH2:4][C@H:3]2[CH2:9][CH2:10][CH2:11][C@@H:2]12)=[O:19])[C:22]1[CH:27]=[CH:26][CH:25]=[CH:24][CH:23]=1, predict the reactants needed to synthesize it. (3) Given the product [CH3:44][N:12]([CH2:11][C:10]([OH:45])=[O:9])[C:13]1[CH:18]=[CH:17][C:16]([CH2:19][N:20]2[CH:25]=[CH:24][CH:23]=[C:22]([C:26]3[CH:31]=[CH:30][C:29]([NH:32][C:33]([NH:35][C:36]4[CH:41]=[CH:40][CH:39]=[CH:38][C:37]=4[CH3:42])=[O:34])=[CH:28][CH:27]=3)[C:21]2=[O:43])=[CH:15][CH:14]=1, predict the reactants needed to synthesize it. The reactants are: C[Si](C)(C)[O-].[K+].C([O:9][C:10](=[O:45])[CH2:11][N:12]([CH3:44])[C:13]1[CH:18]=[CH:17][C:16]([CH2:19][N:20]2[CH:25]=[CH:24][CH:23]=[C:22]([C:26]3[CH:31]=[CH:30][C:29]([NH:32][C:33]([NH:35][C:36]4[CH:41]=[CH:40][CH:39]=[CH:38][C:37]=4[CH3:42])=[O:34])=[CH:28][CH:27]=3)[C:21]2=[O:43])=[CH:15][CH:14]=1)C.Cl. (4) Given the product [NH2:33][C:29]1[N:30]=[C:31]([CH3:32])[C:26]([CH2:25][NH:24][C:16](=[O:18])[C:15]2[CH:19]=[C:20]([CH3:22])[N:21]=[C:13]([CH2:12][C:8]3[CH:9]=[C:10]4[C:5](=[CH:6][CH:7]=3)[N:4]=[CH:3][C:2]([Cl:1])=[CH:11]4)[CH:14]=2)=[C:27]([CH3:34])[CH:28]=1, predict the reactants needed to synthesize it. The reactants are: [Cl:1][C:2]1[CH:3]=[N:4][C:5]2[C:10]([CH:11]=1)=[CH:9][C:8]([CH2:12][C:13]1[CH:14]=[C:15]([CH:19]=[C:20]([CH3:22])[N:21]=1)[C:16]([OH:18])=O)=[CH:7][CH:6]=2.Cl.[NH2:24][CH2:25][C:26]1[CH:27]=[CH:28][C:29]([NH2:33])=[N:30][C:31]=1[CH3:32].[CH3:34]N(C(ON1N=NC2C=CC=NC1=2)=[N+](C)C)C.F[P-](F)(F)(F)(F)F.CCN(C(C)C)C(C)C. (5) Given the product [Cl:33][C:34]1[CH:39]=[CH:38][C:37]([CH:40]2[CH2:45][CH2:44][CH:43]([C:16]3[O:20][N:19]=[C:18]4[C:21]5[C:26]([CH2:27][CH2:28][C:17]=34)=[CH:25][C:24]([CH:29]([OH:32])[CH2:30][OH:31])=[CH:23][CH:22]=5)[CH2:42][CH2:41]2)=[CH:36][CH:35]=1, predict the reactants needed to synthesize it. The reactants are: FC1C=CC(C2(CC[C:16]3[O:20][N:19]=[C:18]4[C:21]5[C:26]([CH2:27][CH2:28][C:17]=34)=[CH:25][C:24]([CH:29]([OH:32])[CH2:30][OH:31])=[CH:23][CH:22]=5)CCCCC2)=CC=1.[Cl:33][C:34]1[CH:39]=[CH:38][C:37]([CH:40]2[CH2:45][CH2:44][CH:43](C3ON=C4C5C(CCC=34)=CC(C=C)=CC=5)[CH2:42][CH2:41]2)=[CH:36][CH:35]=1. (6) The reactants are: [CH:1]1(C(O)=O)[CH2:6][CH2:5][CH:4]=[CH:3][CH2:2]1.C([N:12]([CH2:15]C)CC)C.C1(P(N=[N+]=[N-])(C2C=CC=CC=2)=[O:24])C=CC=CC=1.[C:34]([OH:38])([CH3:37])([CH3:36])[CH3:35]. Given the product [C:34]([O:38][C:15]([NH:12][CH:1]1[CH2:6][CH2:5][CH:4]=[CH:3][CH2:2]1)=[O:24])([CH3:37])([CH3:36])[CH3:35], predict the reactants needed to synthesize it. (7) Given the product [CH2:1]([O:8][C:9](=[O:10])[NH:11][C@@H:12]([CH2:37][OH:38])[C:13]([N:15]1[CH2:19][CH2:18][CH2:17][C@H:16]1[C:20]([N:22]1[CH2:26][CH2:25][CH2:24][C@H:23]1[C:27](=[O:28])[NH:29][C@@H:30]([CH2:35][OH:36])[C:31]([NH2:41])=[O:33])=[O:21])=[O:14])[C:2]1[CH:3]=[CH:4][CH:5]=[CH:6][CH:7]=1, predict the reactants needed to synthesize it. The reactants are: [CH2:1]([O:8][C:9]([NH:11][C@@H:12]([CH2:37][OH:38])[C:13]([N:15]1[CH2:19][CH2:18][CH2:17][C@H:16]1[C:20]([N:22]1[CH2:26][CH2:25][CH2:24][C@H:23]1[C:27]([NH:29][C@@H:30]([CH2:35][OH:36])[C:31]([O:33]C)=O)=[O:28])=[O:21])=[O:14])=[O:10])[C:2]1[CH:7]=[CH:6][CH:5]=[CH:4][CH:3]=1.CO.[NH3:41].